This data is from TCR-epitope binding with 47,182 pairs between 192 epitopes and 23,139 TCRs. The task is: Binary Classification. Given a T-cell receptor sequence (or CDR3 region) and an epitope sequence, predict whether binding occurs between them. (1) The epitope is TLIGDCATV. The TCR CDR3 sequence is CASSEGSVDLNEQFF. Result: 1 (the TCR binds to the epitope). (2) The epitope is SSTFNVPMEKLK. The TCR CDR3 sequence is CASSYEDREADIQYF. Result: 1 (the TCR binds to the epitope). (3) The epitope is QECVRGTTVL. The TCR CDR3 sequence is CASSYAGQGRGNTDTQYF. Result: 1 (the TCR binds to the epitope). (4) The epitope is ILHCANFNV. The TCR CDR3 sequence is CATSDLSAPTDTQYF. Result: 0 (the TCR does not bind to the epitope). (5) The epitope is FLNRFTTTL. The TCR CDR3 sequence is CASSEAWGATNTGELFF. Result: 0 (the TCR does not bind to the epitope). (6) The epitope is YVFCTVNAL. The TCR CDR3 sequence is CASSPRDSNEQYF. Result: 0 (the TCR does not bind to the epitope). (7) The epitope is VLWAHGFEL. The TCR CDR3 sequence is CASSDGGNPTDTQYF. Result: 1 (the TCR binds to the epitope). (8) The epitope is LPAADLDDF. The TCR CDR3 sequence is CASSLTLGGGTEAFF. Result: 1 (the TCR binds to the epitope). (9) The epitope is GLNKIVRMY. The TCR CDR3 sequence is CSVDGPTGGYTF. Result: 1 (the TCR binds to the epitope).